Task: Predict the product of the given reaction.. Dataset: Forward reaction prediction with 1.9M reactions from USPTO patents (1976-2016) (1) Given the reactants P(Br)(Br)[Br:2].O[CH2:6]/[CH:7]=[C:8](\[CH2:10][CH2:11]/[CH:12]=[C:13](/[CH2:15][CH2:16][CH:17]=[C:18]([CH3:20])[CH3:19])\[CH3:14])/[CH3:9], predict the reaction product. The product is: [CH2:6]([Br:2])/[CH:7]=[C:8](\[CH2:10][CH2:11]/[CH:12]=[C:13](/[CH2:15][CH2:16][CH:17]=[C:18]([CH3:20])[CH3:19])\[CH3:14])/[CH3:9]. (2) Given the reactants Br[C:2]1[CH:3]=[CH:4][C:5]([S:8]([NH:11][CH2:12][CH2:13][NH:14][C:15](=[O:17])[CH3:16])(=[O:10])=[O:9])=[N:6][CH:7]=1.[F:18][C:19]1[CH:27]=[C:26]2[C:22]([C:23](B3OC(C)(C)C(C)(C)O3)=[CH:24][N:25]2[C:28]([O:30][C:31]([CH3:34])([CH3:33])[CH3:32])=[O:29])=[CH:21][CH:20]=1.C([O-])([O-])=O.[K+].[K+], predict the reaction product. The product is: [C:15]([NH:14][CH2:13][CH2:12][NH:11][S:8]([C:5]1[N:6]=[CH:7][C:2]([C:23]2[C:22]3[C:26](=[CH:27][C:19]([F:18])=[CH:20][CH:21]=3)[N:25]([C:28]([O:30][C:31]([CH3:34])([CH3:33])[CH3:32])=[O:29])[CH:24]=2)=[CH:3][CH:4]=1)(=[O:10])=[O:9])(=[O:17])[CH3:16]. (3) Given the reactants C[O:2][C:3](=[O:39])[C:4]1[CH:9]=[C:8]([C:10]2[CH:11]=[C:12]3[C:18]([C:19]4[CH:24]=[CH:23][CH:22]=[CH:21][C:20]=4[O:25][CH3:26])=[CH:17][N:16](S(C4C=CC(C)=CC=4)(=O)=O)[C:13]3=[N:14][CH:15]=2)[CH:7]=[C:6]([Cl:37])[C:5]=1[OH:38].[OH-].[Na+].Cl, predict the reaction product. The product is: [Cl:37][C:6]1[C:5]([OH:38])=[C:4]([CH:9]=[C:8]([C:10]2[CH:11]=[C:12]3[C:18]([C:19]4[CH:24]=[CH:23][CH:22]=[CH:21][C:20]=4[O:25][CH3:26])=[CH:17][NH:16][C:13]3=[N:14][CH:15]=2)[CH:7]=1)[C:3]([OH:39])=[O:2].